From a dataset of Reaction yield outcomes from USPTO patents with 853,638 reactions. Predict the reaction yield, written as a fraction of the theoretical maximum amount of product (1.0 means a 100% yield; for example, 0.34 means a 34% yield). (1) The reactants are [F:1][C:2]1[CH:7]=[CH:6][C:5]([N:8]2[C:16]3[CH2:15][CH2:14][CH2:13][N:12]([C:17](=[O:25])[CH2:18][N:19]4[CH:23]=[C:22](I)[CH:21]=[N:20]4)[C:11]=3[CH:10]=[N:9]2)=[CH:4][CH:3]=1.[CH3:26][N:27](C=O)C. The catalyst is [C-]#N.[C-]#N.[Zn+2].C1C=CC(/C=C/C(/C=C/C2C=CC=CC=2)=O)=CC=1.C1C=CC(/C=C/C(/C=C/C2C=CC=CC=2)=O)=CC=1.C1C=CC(/C=C/C(/C=C/C2C=CC=CC=2)=O)=CC=1.[Pd].[Pd].C1C=CC(P(C2C=CC=CC=2)[C-]2C=CC=C2)=CC=1.C1C=CC(P(C2C=CC=CC=2)[C-]2C=CC=C2)=CC=1.[Fe+2]. The product is [C:26]([C:22]1[CH:21]=[N:20][N:19]([CH2:18][C:17]([N:12]2[CH2:13][CH2:14][CH2:15][C:16]3[N:8]([C:5]4[CH:6]=[CH:7][C:2]([F:1])=[CH:3][CH:4]=4)[N:9]=[CH:10][C:11]2=3)=[O:25])[CH:23]=1)#[N:27]. The yield is 0.680. (2) The reactants are [F:1][C:2]1[CH:7]=[CH:6][C:5]([N:8]2[CH2:17][CH2:16][C:15]3[C:10](=[CH:11][CH:12]=[C:13]([OH:18])[CH:14]=3)[CH:9]2[CH2:19][C:20]2[CH:25]=[CH:24][C:23]([O:26][CH2:27][CH2:28][CH:29]3[CH2:34][CH2:33][CH2:32][CH2:31][NH:30]3)=[CH:22][CH:21]=2)=[CH:4][CH:3]=1.[CH3:35][S:36](Cl)(=[O:38])=[O:37]. The catalyst is N1C=CC=CC=1. The product is [CH3:35][S:36]([O:18][C:13]1[CH:14]=[C:15]2[C:10](=[CH:11][CH:12]=1)[CH:9]([CH2:19][C:20]1[CH:25]=[CH:24][C:23]([O:26][CH2:27][CH2:28][CH:29]3[CH2:34][CH2:33][CH2:32][CH2:31][NH:30]3)=[CH:22][CH:21]=1)[N:8]([C:5]1[CH:6]=[CH:7][C:2]([F:1])=[CH:3][CH:4]=1)[CH2:17][CH2:16]2)(=[O:38])=[O:37]. The yield is 0.130. (3) The reactants are C(OC(C1(NC(OC(C)(C)C)=O)CC(O)C2C1C2C(OCC)=O)=O)C.C1C2C(=CC=CC=2)C=CC=1N=C=O.C([O:41][C:42]([C:44]1([NH:69]C(OC(C)(C)C)=O)[CH2:49][CH:48]([O:50][C:51](=[O:63])[NH:52][C:53]2[CH:62]=[CH:61][C:60]3[C:55](=[CH:56][CH:57]=[CH:58][CH:59]=3)[CH:54]=2)[CH:47]2[CH:45]1[CH:46]2[C:64]([O:66]CC)=[O:65])=[O:43])C. No catalyst specified. The product is [NH2:69][C:44]1([C:42]([OH:43])=[O:41])[CH2:49][CH:48]([O:50][C:51](=[O:63])[NH:52][C:53]2[CH:62]=[CH:61][C:60]3[C:55](=[CH:56][CH:57]=[CH:58][CH:59]=3)[CH:54]=2)[CH:47]2[CH:45]1[CH:46]2[C:64]([OH:66])=[O:65]. The yield is 0.680. (4) The reactants are C(N(CC)CC)C.Cl.[CH3:9][O:10][C:11](=[O:14])[CH2:12][NH2:13].[CH:15]1[C:24]2[C:19](=[CH:20][CH:21]=[CH:22][CH:23]=2)[CH:18]=[CH:17][C:16]=1[C:25](Cl)=[O:26].O. The catalyst is ClCCl. The product is [CH3:9][O:10][C:11](=[O:14])[CH2:12][NH:13][C:25]([C:16]1[CH:17]=[CH:18][C:19]2[C:24](=[CH:23][CH:22]=[CH:21][CH:20]=2)[CH:15]=1)=[O:26]. The yield is 0.960. (5) The reactants are C1C2C(C[O:15][C:16]([N:18]([CH2:31][C:32]3[N:36]([CH3:37])[C:35]4[CH:38]=[CH:39][CH:40]=[CH:41][C:34]=4[N:33]=3)[CH2:19][CH2:20][NH:21][C@@H:22]([C:27]([CH3:30])([CH3:29])[CH3:28])[C:23]([O:25][CH3:26])=[O:24])=O)C3C(=CC=CC=3)C=2C=CC=1.C(NCC)C.C(=O)(OC1C=CC([N+]([O-])=O)=CC=1)OC1C=CC([N+]([O-])=O)=CC=1. The catalyst is CN(C)C=O.ClC(Cl)C. The product is [CH3:30][C:27]([CH3:29])([CH3:28])[C@H:22]([N:21]1[CH2:20][CH2:19][N:18]([CH2:31][C:32]2[N:36]([CH3:37])[C:35]3[CH:38]=[CH:39][CH:40]=[CH:41][C:34]=3[N:33]=2)[C:16]1=[O:15])[C:23]([O:25][CH3:26])=[O:24]. The yield is 0.640. (6) The reactants are [CH3:1][CH:2]([OH:6])/[CH:3]=[CH:4]\[CH3:5].[C:7]1([CH2:13][CH2:14][C:15](O)=[O:16])[CH:12]=[CH:11][CH:10]=[CH:9][CH:8]=1.[Cl-].C(N=C=NCCC[NH+](C)C)C. The catalyst is CN(C1C=CN=CC=1)C.C(Cl)Cl. The product is [C:7]1([C:13]#[C:14][C:15]([O:6][CH:2](/[CH:3]=[CH:4]\[CH3:5])[CH3:1])=[O:16])[CH:12]=[CH:11][CH:10]=[CH:9][CH:8]=1. The yield is 0.170. (7) The reactants are [Cl:1][C:2]1[N:3]=[CH:4][CH:5]=[C:6]2[CH:10]=[CH:9][NH:8][C:7]=12.[H-].[Na+].CI.[C:15](O)(=O)C. The catalyst is CN(C=O)C. The product is [Cl:1][C:2]1[N:3]=[CH:4][CH:5]=[C:6]2[CH:10]=[CH:9][N:8]([CH3:15])[C:7]=12. The yield is 0.920.